Task: Predict the reaction yield, written as a fraction of the theoretical maximum amount of product (1.0 means a 100% yield; for example, 0.34 means a 34% yield).. Dataset: Reaction yield outcomes from USPTO patents with 853,638 reactions (1) The catalyst is CCO. The reactants are [CH3:1][C:2]1[N:7]=[C:6]([O:8][CH2:9][C:10](OC)=[O:11])[CH:5]=[C:4]([CH3:14])[N:3]=1.[NH2:15][NH2:16]. The product is [CH3:1][C:2]1[N:7]=[C:6]([O:8][CH2:9][C:10]([NH:15][NH2:16])=[O:11])[CH:5]=[C:4]([CH3:14])[N:3]=1. The yield is 0.880. (2) The reactants are Cl.C([N:9]([C@@H:13]1[C@@:20]2([CH3:24])[C:21]([CH3:23])([CH3:22])[C@H:17]([CH2:18][CH2:19]2)[CH2:16][N:15]2[C:25](=[O:41])[C:26]([OH:40])=[C:27]([C:29](=[O:39])[NH:30][CH2:31][C:32]3[CH:37]=[CH:36][C:35]([F:38])=[CH:34][CH:33]=3)[N:28]=[C:14]12)C(=O)O)C1C=CC=CC=1.[CH3:42][N:43]([CH3:49])[C:44](=[O:48])[C:45]([OH:47])=O.F[P-](F)(F)(F)(F)F.N1(OC(N(C)C)=[N+](C)C)C2N=CC=CC=2N=N1.C(N(C(C)C)CC)(C)C. The catalyst is CN(C=O)C. The product is [F:38][C:35]1[CH:34]=[CH:33][C:32]([CH2:31][NH:30][C:29]([C:27]2[N:28]=[C:14]3[C@H:13]([NH:9][C:45](=[O:47])[C:44]([N:43]([CH3:49])[CH3:42])=[O:48])[C@@:20]4([CH3:24])[C:21]([CH3:23])([CH3:22])[C@H:17]([CH2:18][CH2:19]4)[CH2:16][N:15]3[C:25](=[O:41])[C:26]=2[OH:40])=[O:39])=[CH:37][CH:36]=1. The yield is 0.720. (3) The reactants are FC(F)(F)S(O[C:7]1[C:15]2[C:10](=[CH:11][N:12]=[CH:13][CH:14]=2)[O:9][C:8]=1[C:16]1[N:21]=[CH:20][CH:19]=[CH:18][N:17]=1)(=O)=O.[NH2:24][C:25]1[CH:33]=[CH:32][CH:31]=[C:30]2[C:26]=1[C:27]([CH2:41][CH3:42])=[N:28][N:29]2[C:34]([O:36][C:37]([CH3:40])([CH3:39])[CH3:38])=[O:35].CC1(C)C2C(=C(P(C3C=CC=CC=3)C3C=CC=CC=3)C=CC=2)OC2C(P(C3C=CC=CC=3)C3C=CC=CC=3)=CC=CC1=2.[O-]P([O-])([O-])=O.[K+].[K+].[K+]. The catalyst is C1(C)C=CC=CC=1.C1C=CC(/C=C/C(/C=C/C2C=CC=CC=2)=O)=CC=1.C1C=CC(/C=C/C(/C=C/C2C=CC=CC=2)=O)=CC=1.C1C=CC(/C=C/C(/C=C/C2C=CC=CC=2)=O)=CC=1.[Pd].[Pd]. The product is [CH2:41]([C:27]1[C:26]2[C:30](=[CH:31][CH:32]=[CH:33][C:25]=2[NH:24][C:7]2[C:15]3[C:10](=[CH:11][N:12]=[CH:13][CH:14]=3)[O:9][C:8]=2[C:16]2[N:21]=[CH:20][CH:19]=[CH:18][N:17]=2)[N:29]([C:34]([O:36][C:37]([CH3:38])([CH3:40])[CH3:39])=[O:35])[N:28]=1)[CH3:42]. The yield is 0.650.